Dataset: Forward reaction prediction with 1.9M reactions from USPTO patents (1976-2016). Task: Predict the product of the given reaction. Given the reactants N[C@@H](C1CCCCC1)C(O)=O.[S:12]([C:16]1[CH:22]=[CH:21][C:19]([CH3:20])=[CH:18][CH:17]=1)([OH:15])(=[O:14])=[O:13].[NH2:23][C@@H:24]([C:33]1[CH:38]=[CH:37][CH:36]=[CH:35][CH:34]=1)[C:25]([O:27][CH:28]1[CH2:32][CH2:31][CH2:30][CH2:29]1)=[O:26], predict the reaction product. The product is: [CH3:20][C:19]1[CH:18]=[CH:17][C:16]([S:12]([OH:15])(=[O:14])=[O:13])=[CH:22][CH:21]=1.[NH2:23][C@@H:24]([CH:33]1[CH2:38][CH2:37][CH2:36][CH2:35][CH2:34]1)[C:25]([O:27][CH:28]1[CH2:32][CH2:31][CH2:30][CH2:29]1)=[O:26].